This data is from Forward reaction prediction with 1.9M reactions from USPTO patents (1976-2016). The task is: Predict the product of the given reaction. (1) Given the reactants [Cl:1][C:2]1[CH:7]=[CH:6][CH:5]=[CH:4][C:3]=1[C:8]1[C:21](=[O:22])[N:20]([CH3:23])[C:11]2[N:12]=[C:13](S(C)(=O)=O)[N:14]=[CH:15][C:10]=2[CH:9]=1.[CH2:24]([N:31]1[CH2:36][CH:35]2[CH:33]([CH:34]2[NH2:37])[CH2:32]1)[C:25]1[CH:30]=[CH:29][CH:28]=[CH:27][CH:26]=1, predict the reaction product. The product is: [CH2:24]([N:31]1[CH2:36][CH:35]2[CH:33]([CH:34]2[NH:37][C:13]2[N:14]=[CH:15][C:10]3[CH:9]=[C:8]([C:3]4[CH:4]=[CH:5][CH:6]=[CH:7][C:2]=4[Cl:1])[C:21](=[O:22])[N:20]([CH3:23])[C:11]=3[N:12]=2)[CH2:32]1)[C:25]1[CH:26]=[CH:27][CH:28]=[CH:29][CH:30]=1. (2) Given the reactants [F:1][C:2]([F:17])([CH2:10][CH2:11][C:12]([O:14]CC)=O)[CH2:3][CH2:4][C:5]([O:7][CH2:8][CH3:9])=[O:6].CC([O-])(C)C.[K+], predict the reaction product. The product is: [F:17][C:2]1([F:1])[CH2:3][CH:4]([C:5]([O:7][CH2:8][CH3:9])=[O:6])[C:12](=[O:14])[CH2:11][CH2:10]1. (3) Given the reactants [CH3:1][N:2]([CH3:26])[C:3]1[C:4]2[C:11]([C:12]3O[CH:14]=[CH:15][CH:16]=3)=[CH:10][N:9]([C@@H:17]3[O:23][C@H:22]([CH2:24][OH:25])[C@@H:20]([OH:21])[C@H:18]3[OH:19])[C:5]=2[N:6]=[CH:7][N:8]=1.CN(C)C1C2C(I)=CN([C@@H]3O[C@H](CO)[C@@H](O)[C@H]3O)C=2N=CN=1.[S:49]1C=CC=C1B(O)O, predict the reaction product. The product is: [CH3:1][N:2]([CH3:26])[C:3]1[C:4]2[C:11]([C:12]3[S:49][CH:14]=[CH:15][CH:16]=3)=[CH:10][N:9]([C@@H:17]3[O:23][C@H:22]([CH2:24][OH:25])[C@@H:20]([OH:21])[C@H:18]3[OH:19])[C:5]=2[N:6]=[CH:7][N:8]=1. (4) Given the reactants NC1C2NC(=S)N(CCNCC(C)(C)C)C=2C=CN=1.C(C1C(I)=CC2OCOC=2C=1)C.CC1C=CC2C=CC3C=CC(C)=NC=3C=2N=1.C(O[Na])(C)(C)C.[CH2:54]([NH:59][CH2:60][CH2:61][N:62]1[C:70]2[CH:69]=[CH:68][N:67]=[C:66]([NH2:71])[C:65]=2[N:64]=[C:63]1[S:72][C:73]1[C:81]([CH:82]=[CH2:83])=[CH:80][C:76]2[O:77][CH2:78][O:79][C:75]=2[CH:74]=1)[C:55]([CH3:58])([CH3:57])[CH3:56], predict the reaction product. The product is: [CH2:82]([C:81]1[C:73]([S:72][C:63]2[N:62]([CH2:61][CH2:60][NH:59][CH2:54][C:55]([CH3:56])([CH3:58])[CH3:57])[C:70]3[CH:69]=[CH:68][N:67]=[C:66]([NH2:71])[C:65]=3[N:64]=2)=[CH:74][C:75]2[O:79][CH2:78][O:77][C:76]=2[CH:80]=1)[CH3:83].